This data is from Forward reaction prediction with 1.9M reactions from USPTO patents (1976-2016). The task is: Predict the product of the given reaction. (1) Given the reactants [CH2:1]([N:5]1[C:9]2=[N:10][C:11](Cl)=[N:12][CH:13]=[C:8]2[C:7]([NH:15][C:16]2[C:21]([CH3:22])=[CH:20][CH:19]=[CH:18][C:17]=2[CH3:23])=[N:6]1)[CH2:2][CH:3]=[CH2:4].[NH2:24][C:25]1[CH:30]=[CH:29][CH:28]=[CH:27][CH:26]=1.C(O)(C(F)(F)F)=O, predict the reaction product. The product is: [CH2:1]([N:5]1[C:9]2=[N:10][C:11]([NH:24][C:25]3[CH:30]=[CH:29][CH:28]=[CH:27][CH:26]=3)=[N:12][CH:13]=[C:8]2[C:7]([NH:15][C:16]2[C:21]([CH3:22])=[CH:20][CH:19]=[CH:18][C:17]=2[CH3:23])=[N:6]1)[CH2:2][CH:3]=[CH2:4]. (2) Given the reactants [CH2:1]([OH:5])[CH2:2][CH2:3][OH:4].N1C=CN=C1.[Si:11](Cl)([C:24]([CH3:27])([CH3:26])[CH3:25])([C:18]1[CH:23]=[CH:22][CH:21]=[CH:20][CH:19]=1)[C:12]1[CH:17]=[CH:16][CH:15]=[CH:14][CH:13]=1, predict the reaction product. The product is: [Si:11]([O:4][CH2:3][CH2:2][CH2:1][OH:5])([C:24]([CH3:27])([CH3:26])[CH3:25])([C:18]1[CH:19]=[CH:20][CH:21]=[CH:22][CH:23]=1)[C:12]1[CH:17]=[CH:16][CH:15]=[CH:14][CH:13]=1. (3) Given the reactants C([C@@:3]([C:12]([O-:14])=[O:13])([OH:11])[C@@:4](CC)([OH:8])[C:5]([O-:7])=[O:6])C.N1[CH:20]=[CH:19]C=CC=1.[C:21](Cl)(=[O:25])[C:22](Cl)=[O:23].O1CC[CH2:29][CH2:28]1, predict the reaction product. The product is: [O:23]=[C:22]1[C:21](=[O:25])[O:11][C@@H:3]([C:12]([O:14][CH2:28][CH3:29])=[O:13])[C@H:4]([C:5]([O:7][CH2:19][CH3:20])=[O:6])[O:8]1. (4) The product is: [Cl:21][C:15]1[CH:16]=[C:17]([N:20]=[CH:8][C:7]2[CH:6]=[C:5]([O:10][CH3:11])[N:4]=[C:3]([CH3:12])[C:2]=2[OH:1])[CH:18]=[CH:19][C:14]=1[F:13]. Given the reactants [OH:1][C:2]1[C:3]([CH3:12])=[N:4][C:5]([O:10][CH3:11])=[CH:6][C:7]=1[CH:8]=O.[F:13][C:14]1[CH:19]=[CH:18][C:17]([NH2:20])=[CH:16][C:15]=1[Cl:21], predict the reaction product.